From a dataset of Forward reaction prediction with 1.9M reactions from USPTO patents (1976-2016). Predict the product of the given reaction. (1) The product is: [NH2:25][C:22]1[N:21]=[CH:20][C:19]([CH2:18][CH:10]([CH:9]([SH:33])[CH2:8][CH2:7][C:3]2[CH:2]=[C:1]([C:43]3[CH:44]=[CH:45][CH:46]=[CH:47][CH:48]=3)[CH:6]=[CH:5][CH:4]=2)[C:11]([OH:13])=[O:12])=[CH:24][CH:23]=1. Given the reactants [C:1]1([C:43]2[CH:48]=[CH:47][CH:46]=[CH:45][CH:44]=2)[CH:6]=[CH:5][CH:4]=[C:3]([CH2:7][CH2:8][CH:9]([S:33]CC2C=CC(OC)=CC=2)[CH:10]([CH2:18][C:19]2[CH:20]=[N:21][C:22]([NH:25]C(OC(C)(C)C)=O)=[CH:23][CH:24]=2)[C:11]([O:13]C(C)(C)C)=[O:12])[CH:2]=1, predict the reaction product. (2) Given the reactants [OH:1][C:2]1[CH:7]=[CH:6][C:5]([C:8](=[O:10])[CH3:9])=[C:4]([CH3:11])[CH:3]=1.[Br:12]Br, predict the reaction product. The product is: [Br:12][CH2:9][C:8]([C:5]1[CH:6]=[CH:7][C:2]([OH:1])=[CH:3][C:4]=1[CH3:11])=[O:10]. (3) Given the reactants [CH3:1][C:2]1[CH:11]=[CH:10][C:9]2[C:4](=[CH:5][C:6]([CH3:12])=[CH:7][CH:8]=2)[N:3]=1.[Se](=O)=[O:14], predict the reaction product. The product is: [CH3:12][C:6]1[CH:5]=[C:4]2[C:9]([CH:10]=[CH:11][C:2]([CH:1]=[O:14])=[N:3]2)=[CH:8][CH:7]=1. (4) Given the reactants [CH2:1]([O:3][C:4]([N:6]1[CH2:11][CH2:10][N:9]([C:12](=[O:49])[C@@H:13]([NH:23][C:24]([C:26]2[CH:30]=[C:29]([O:31][C:32]3([C:36]([O:38][CH2:39][CH3:40])=[O:37])[CH2:35][CH2:34][CH2:33]3)[N:28]([C:41]3[CH:46]=[CH:45][CH:44]=[C:43]([O:47][CH3:48])[CH:42]=3)[N:27]=2)=[O:25])[CH2:14][CH2:15][C:16]([O:18]C(C)(C)C)=[O:17])[CH2:8][CH2:7]1)=[O:5])[CH3:2].C1(C)C=CC=CC=1, predict the reaction product. The product is: [CH2:1]([O:3][C:4]([N:6]1[CH2:11][CH2:10][N:9]([C:12](=[O:49])[C@@H:13]([NH:23][C:24]([C:26]2[CH:30]=[C:29]([O:31][C:32]3([C:36]([O:38][CH2:39][CH3:40])=[O:37])[CH2:35][CH2:34][CH2:33]3)[N:28]([C:41]3[CH:46]=[CH:45][CH:44]=[C:43]([O:47][CH3:48])[CH:42]=3)[N:27]=2)=[O:25])[CH2:14][CH2:15][C:16]([OH:18])=[O:17])[CH2:8][CH2:7]1)=[O:5])[CH3:2]. (5) Given the reactants [NH:1]1[C:5]2[CH:6]=[CH:7][CH:8]=[CH:9][C:4]=2[N:3]=[C:2]1[C:10]([N:12]([CH2:34][CH:35]([CH3:37])[CH3:36])[C@H:13]1[CH2:18][C@@H:17]([C:19]([N:21]2[CH2:26][CH2:25][O:24][CH2:23][CH2:22]2)=[O:20])[CH2:16][N:15]([C:27]([O:29][C:30]([CH3:33])([CH3:32])[CH3:31])=[O:28])[CH2:14]1)=[O:11].Br[CH2:39][CH2:40][C:41]([O:43][CH2:44][CH3:45])=[O:42].C(=O)([O-])[O-].[Cs+].[Cs+], predict the reaction product. The product is: [CH2:44]([O:43][C:41](=[O:42])[CH2:40][CH2:39][N:1]1[C:5]2[CH:6]=[CH:7][CH:8]=[CH:9][C:4]=2[N:3]=[C:2]1[C:10]([N:12]([CH2:34][CH:35]([CH3:37])[CH3:36])[C@H:13]1[CH2:18][C@@H:17]([C:19]([N:21]2[CH2:22][CH2:23][O:24][CH2:25][CH2:26]2)=[O:20])[CH2:16][N:15]([C:27]([O:29][C:30]([CH3:31])([CH3:32])[CH3:33])=[O:28])[CH2:14]1)=[O:11])[CH3:45].